Dataset: Full USPTO retrosynthesis dataset with 1.9M reactions from patents (1976-2016). Task: Predict the reactants needed to synthesize the given product. (1) Given the product [Cl:1][C:2]1[CH:7]=[CH:6][C:5](/[CH:8]=[CH:9]/[C:10]([N:27]2[CH2:28][CH2:29][CH2:30][CH2:31][CH:26]2[C:24]2[O:23][N:22]=[C:21]([CH3:20])[N:25]=2)=[O:12])=[C:4]([CH2:13][N:14]2[N:18]=[N:17][C:16]([CH3:19])=[N:15]2)[CH:3]=1, predict the reactants needed to synthesize it. The reactants are: [Cl:1][C:2]1[CH:7]=[CH:6][C:5](/[CH:8]=[CH:9]/[C:10]([OH:12])=O)=[C:4]([CH2:13][N:14]2[N:18]=[N:17][C:16]([CH3:19])=[N:15]2)[CH:3]=1.[CH3:20][C:21]1[N:25]=[C:24]([CH:26]2[CH2:31][CH2:30][CH2:29][CH2:28][NH:27]2)[O:23][N:22]=1.CCN(C(C)C)C(C)C.C(P1(=O)OP(CCC)(=O)OP(CCC)(=O)O1)CC. (2) Given the product [CH2:8]([O:10][C:11]1[CH:23]=[CH:22][CH:21]=[CH:20][C:12]=1[O:13][C@@H:14]1[CH2:19][CH2:18][CH2:17][N:16]([C:25]2[CH:35]=[CH:34][C:28]([C:29]([O:31][CH2:32][CH3:33])=[O:30])=[CH:27][N:26]=2)[CH2:15]1)[CH3:9], predict the reactants needed to synthesize it. The reactants are: C(N(CC)CC)C.[CH2:8]([O:10][C:11]1[CH:23]=[CH:22][CH:21]=[CH:20][C:12]=1[O:13][C@@H:14]1[CH2:19][CH2:18][CH2:17][NH:16][CH2:15]1)[CH3:9].Cl[C:25]1[CH:35]=[CH:34][C:28]([C:29]([O:31][CH2:32][CH3:33])=[O:30])=[CH:27][N:26]=1.O. (3) The reactants are: [Cl:1][C:2]1[CH:8]=[C:7]([Cl:9])[CH:6]=[C:5]([CH3:10])[C:3]=1[NH2:4].[H-].[Na+].Cl[C:14]1[N:18]([CH3:19])[C:17]2[C:20]([CH:26]([CH2:29][CH3:30])[CH2:27][CH3:28])=[CH:21][CH:22]=[C:23]([O:24][CH3:25])[C:16]=2[N:15]=1.C(=O)([O-])O.[Na+]. Given the product [Cl:1][C:2]1[CH:8]=[C:7]([Cl:9])[CH:6]=[C:5]([CH3:10])[C:3]=1[NH:4][C:14]1[N:18]([CH3:19])[C:17]2[C:20]([CH:26]([CH2:29][CH3:30])[CH2:27][CH3:28])=[CH:21][CH:22]=[C:23]([O:24][CH3:25])[C:16]=2[N:15]=1, predict the reactants needed to synthesize it. (4) The reactants are: C([Li])CCC.[NH:6]1[C:14]2[C:9](=[CH:10][CH:11]=[CH:12][CH:13]=2)[CH2:8][C:7]1=[O:15].CN(C)CCN(C)C.I[CH2:25][CH2:26][O:27][CH2:28][CH2:29]I. Given the product [O:27]1[CH2:28][CH2:29][C:8]2([C:9]3[C:14](=[CH:13][CH:12]=[CH:11][CH:10]=3)[NH:6][C:7]2=[O:15])[CH2:25][CH2:26]1, predict the reactants needed to synthesize it. (5) Given the product [CH3:1][N:2]1[CH2:6][CH2:5][CH2:4][C@H:3]1[C:7]1[CH:8]=[C:9]([O:13][CH2:15][CH2:16][NH:17][C:18](=[O:24])[O:19][C:20]([CH3:23])([CH3:22])[CH3:21])[CH:10]=[N:11][CH:12]=1, predict the reactants needed to synthesize it. The reactants are: [CH3:1][N:2]1[CH2:6][CH2:5][CH2:4][C@H:3]1[C:7]1[CH:8]=[C:9]([OH:13])[CH:10]=[N:11][CH:12]=1.Br[CH2:15][CH2:16][NH:17][C:18](=[O:24])[O:19][C:20]([CH3:23])([CH3:22])[CH3:21].C(=O)([O-])[O-].[K+].[K+]. (6) Given the product [C:1]([O:4][C:5]1[CH:6]=[C:7]2[C:12](=[CH:13][C:14]=1[O:15][CH3:16])[N:11]=[C:10]([C:17]1[CH:22]=[CH:21][CH:20]=[C:19]([C:23]3[CH:28]=[CH:27][CH:26]=[CH:25][CH:24]=3)[CH:18]=1)[N:9]=[C:8]2[NH:30][C:31]1[CH:32]=[C:33]2[C:37](=[CH:38][CH:39]=1)[N:36]([C:40]([O:42][C:43]([CH3:46])([CH3:45])[CH3:44])=[O:41])[N:35]=[CH:34]2)(=[O:3])[CH3:2], predict the reactants needed to synthesize it. The reactants are: [C:1]([O:4][C:5]1[CH:6]=[C:7]2[C:12](=[CH:13][C:14]=1[O:15][CH3:16])[N:11]=[C:10]([C:17]1[CH:22]=[CH:21][CH:20]=[C:19]([C:23]3[CH:28]=[CH:27][CH:26]=[CH:25][CH:24]=3)[CH:18]=1)[N:9]=[C:8]2Cl)(=[O:3])[CH3:2].[NH2:30][C:31]1[CH:32]=[C:33]2[C:37](=[CH:38][CH:39]=1)[N:36]([C:40]([O:42][C:43]([CH3:46])([CH3:45])[CH3:44])=[O:41])[N:35]=[CH:34]2.